From a dataset of Catalyst prediction with 721,799 reactions and 888 catalyst types from USPTO. Predict which catalyst facilitates the given reaction. (1) Reactant: C([Li])CCC.[S:6]([C:16]1[S:17][CH:18]=[CH:19][CH:20]=1)([C:9]1[CH:15]=[CH:14][C:12]([CH3:13])=[CH:11][CH:10]=1)(=[O:8])=[O:7].[Cl:21][C:22]1[N:27]=[CH:26][CH:25]=[CH:24][N:23]=1.ClC1C(=O)C(C#N)=C(C#N)C(=O)C=1Cl.[OH-].[Na+]. Product: [Cl:21][C:22]1[N:27]=[C:26]([C:18]2[S:17][C:16]([S:6]([C:9]3[CH:10]=[CH:11][C:12]([CH3:13])=[CH:14][CH:15]=3)(=[O:7])=[O:8])=[CH:20][CH:19]=2)[CH:25]=[CH:24][N:23]=1. The catalyst class is: 7. (2) Reactant: [Cl:1][C:2]1(C(O)=O)C=C[C:5](C)=[CH:4][CH2:3]1.B.[CH2:13]1[CH2:17][O:16][CH2:15][CH2:14]1. Product: [Cl:1][CH2:2][C:3]1[CH:15]=[CH:14][C:13]([CH2:17][OH:16])=[CH:5][CH:4]=1. The catalyst class is: 7.